From a dataset of Forward reaction prediction with 1.9M reactions from USPTO patents (1976-2016). Predict the product of the given reaction. (1) The product is: [CH2:1]([O:8][C:9](=[O:28])[C@@H:10]([NH:20][C:21]([C:53]1([NH:52][C:45]([O:47][C:48]([CH3:51])([CH3:50])[CH3:49])=[O:46])[CH2:54][CH2:55]1)=[O:23])[CH2:11][C:12]1[CH:13]=[CH:14][C:15]([O:18][CH3:19])=[CH:16][CH:17]=1)[C:2]1[CH:3]=[CH:4][CH:5]=[CH:6][CH:7]=1. Given the reactants [CH2:1]([O:8][C:9](=[O:28])[C@@H:10]([NH:20][C:21]([O:23]C(C)(C)C)=O)[CH2:11][C:12]1[CH:17]=[CH:16][C:15]([O:18][CH3:19])=[CH:14][CH:13]=1)[C:2]1[CH:7]=[CH:6][CH:5]=[CH:4][CH:3]=1.FC(F)(F)C(O)=O.C(N(CC)C(C)C)(C)C.[C:45]([NH:52][C:53]1(C(O)=O)[CH2:55][CH2:54]1)([O:47][C:48]([CH3:51])([CH3:50])[CH3:49])=[O:46].CN(C(ON1N=NC2C=CC=NC1=2)=[N+](C)C)C.F[P-](F)(F)(F)(F)F, predict the reaction product. (2) Given the reactants [OH:1][C:2]1[C:3]([C:12]([OH:14])=O)=[CH:4][CH:5]=[C:6]2[C:11]=1[N:10]=[CH:9][CH:8]=[CH:7]2.N1(C(N2C=CN=C2)=O)C=CN=C1.Cl.[F:28][C:29]1[CH:38]=[C:37]2[C:32]([CH2:33][CH2:34][CH2:35][NH:36]2)=[CH:31][CH:30]=1, predict the reaction product. The product is: [F:28][C:29]1[CH:38]=[C:37]2[C:32]([CH2:33][CH2:34][CH2:35][N:36]2[C:12]([C:3]2[C:2]([OH:1])=[C:11]3[C:6]([CH:7]=[CH:8][CH:9]=[N:10]3)=[CH:5][CH:4]=2)=[O:14])=[CH:31][CH:30]=1. (3) The product is: [C:29]([O:33][C:34](=[O:36])[CH2:35][C:39](=[O:38])[CH2:40][CH:41]([OH:50])[CH2:42][CH2:43][C:44]1[CH:45]=[CH:46][CH:47]=[CH:48][CH:49]=1)([CH3:32])([CH3:31])[CH3:30]. Given the reactants [Li+].CC([N-]C(C)C)C.CCCCCCC.C1COCC1.C(C1C=CC=CC=1)C.[C:29]([O:33][C:34](=[O:36])[CH3:35])([CH3:32])([CH3:31])[CH3:30].C[O:38][C:39](=O)[CH2:40][CH:41]([OH:50])[CH2:42][CH2:43][C:44]1[CH:49]=[CH:48][CH:47]=[CH:46][CH:45]=1, predict the reaction product. (4) Given the reactants [C:1]([O:5][C:6](=[O:24])[NH:7][CH:8]1[CH2:13][CH2:12][CH:11]([O:14][C:15]2[C:20]([N+:21]([O-])=O)=[CH:19][CH:18]=[CH:17][N:16]=2)[CH2:10][CH2:9]1)([CH3:4])([CH3:3])[CH3:2], predict the reaction product. The product is: [C:1]([O:5][C:6](=[O:24])[NH:7][CH:8]1[CH2:9][CH2:10][CH:11]([O:14][C:15]2[C:20]([NH2:21])=[CH:19][CH:18]=[CH:17][N:16]=2)[CH2:12][CH2:13]1)([CH3:4])([CH3:2])[CH3:3].